From a dataset of Peptide-MHC class I binding affinity with 185,985 pairs from IEDB/IMGT. Regression. Given a peptide amino acid sequence and an MHC pseudo amino acid sequence, predict their binding affinity value. This is MHC class I binding data. (1) The peptide sequence is LGLSRPLLR. The MHC is Patr-A0301 with pseudo-sequence Patr-A0301. The binding affinity (normalized) is 0.379. (2) The MHC is HLA-A03:01 with pseudo-sequence HLA-A03:01. The peptide sequence is NTPTFAIKK. The binding affinity (normalized) is 0.563. (3) The peptide sequence is ITGQIIFGF. The MHC is HLA-A26:01 with pseudo-sequence HLA-A26:01. The binding affinity (normalized) is 0.0847. (4) The peptide sequence is ATIPLFCATK. The MHC is Mamu-B8301 with pseudo-sequence Mamu-B8301. The binding affinity (normalized) is 0.833.